This data is from NCI-60 drug combinations with 297,098 pairs across 59 cell lines. The task is: Regression. Given two drug SMILES strings and cell line genomic features, predict the synergy score measuring deviation from expected non-interaction effect. Drug 1: CS(=O)(=O)CCNCC1=CC=C(O1)C2=CC3=C(C=C2)N=CN=C3NC4=CC(=C(C=C4)OCC5=CC(=CC=C5)F)Cl. Drug 2: B(C(CC(C)C)NC(=O)C(CC1=CC=CC=C1)NC(=O)C2=NC=CN=C2)(O)O. Cell line: RXF 393. Synergy scores: CSS=19.8, Synergy_ZIP=-1.36, Synergy_Bliss=-2.13, Synergy_Loewe=-52.1, Synergy_HSA=-1.48.